From a dataset of Forward reaction prediction with 1.9M reactions from USPTO patents (1976-2016). Predict the product of the given reaction. (1) Given the reactants [Br:1][C:2]1[CH:3]=[C:4]2[C:9](=[CH:10][CH:11]=1)[CH:8]=[C:7]([S:12]([CH2:15][CH2:16][CH2:17][N:18]([CH3:40])[C:19]([CH:21]1[CH2:26][CH2:25][N:24]([CH:27]3[CH2:32][CH2:31][N:30](C(OCCCC)=O)[CH2:29][CH2:28]3)[CH2:23][CH2:22]1)=[O:20])(=[O:14])=[O:13])[CH:6]=[CH:5]2.[ClH:41], predict the reaction product. The product is: [ClH:41].[ClH:41].[Br:1][C:2]1[CH:3]=[C:4]2[C:9](=[CH:10][CH:11]=1)[CH:8]=[C:7]([S:12]([CH2:15][CH2:16][CH2:17][N:18]([CH3:40])[C:19]([CH:21]1[CH2:22][CH2:23][N:24]([CH:27]3[CH2:28][CH2:29][NH:30][CH2:31][CH2:32]3)[CH2:25][CH2:26]1)=[O:20])(=[O:14])=[O:13])[CH:6]=[CH:5]2. (2) Given the reactants [NH:1]1[C:9]2[C:4](=[CH:5][C:6]([C:10]([OH:12])=O)=[CH:7][CH:8]=2)[CH:3]=[N:2]1.[NH2:13][C@H:14]1[CH2:19][CH2:18][C@H:17]([NH:20][C:21](=[O:27])[O:22][C:23]([CH3:26])([CH3:25])[CH3:24])[CH2:16][CH2:15]1.C(N(CC)CC)C.Cl.C(N=C=NCCCN(C)C)C.OC1C2N=NNC=2C=CC=1, predict the reaction product. The product is: [C:23]([O:22][C:21](=[O:27])[NH:20][C@H:17]1[CH2:16][CH2:15][C@H:14]([NH:13][C:10]([C:6]2[CH:5]=[C:4]3[C:9](=[CH:8][CH:7]=2)[NH:1][N:2]=[CH:3]3)=[O:12])[CH2:19][CH2:18]1)([CH3:26])([CH3:24])[CH3:25]. (3) Given the reactants S(Cl)([Cl:3])=O.[Cl:5][C:6]1[CH:7]=[C:8]([N:13]2[CH:17]=[C:16]([CH2:18]O)[N:15]=[CH:14]2)[CH:9]=[CH:10][C:11]=1[Cl:12].[OH-].[Na+], predict the reaction product. The product is: [Cl:3][CH2:18][C:16]1[N:15]=[CH:14][N:13]([C:8]2[CH:9]=[CH:10][C:11]([Cl:12])=[C:6]([Cl:5])[CH:7]=2)[CH:17]=1.